Predict the reaction yield, written as a fraction of the theoretical maximum amount of product (1.0 means a 100% yield; for example, 0.34 means a 34% yield). From a dataset of Reaction yield outcomes from USPTO patents with 853,638 reactions. (1) The reactants are [C:1]([N:5]([CH2:10][C@H:11]([C:13]1[CH:18]=[CH:17][C:16]([Cl:19])=[CH:15][CH:14]=1)O)[CH2:6][CH2:7][C:8]#[N:9])([CH3:4])([CH3:3])[CH3:2].CCOP(Cl)(OCC)=O.[Li+].C[Si]([N-][Si](C)(C)C)(C)C.O. The catalyst is C1COCC1. The product is [C:1]([N:5]1[CH2:10][C@@H:11]([C:13]2[CH:18]=[CH:17][C:16]([Cl:19])=[CH:15][CH:14]=2)[C@@H:7]([C:8]#[N:9])[CH2:6]1)([CH3:4])([CH3:3])[CH3:2]. The yield is 0.107. (2) The reactants are F[C:2]1[CH:9]=[CH:8][C:5]([C:6]#[N:7])=[CH:4][N:3]=1.[NH2:10][C@H:11]1[C:20]2[C:15](=[CH:16][CH:17]=[C:18]([C:21]3[CH2:22][CH2:23][O:24][CH2:25][CH:26]=3)[CH:19]=2)[N:14]([C:27](=[O:29])[CH3:28])[C@@H:13]([CH:30]2[CH2:32][CH2:31]2)[C@@H:12]1[CH3:33].CCN(C(C)C)C(C)C. The catalyst is CN1CCCC1=O. The product is [C:27]([N:14]1[C:15]2[C:20](=[CH:19][C:18]([C:21]3[CH2:22][CH2:23][O:24][CH2:25][CH:26]=3)=[CH:17][CH:16]=2)[C@H:11]([NH:10][C:2]2[CH:9]=[CH:8][C:5]([C:6]#[N:7])=[CH:4][N:3]=2)[C@@H:12]([CH3:33])[C@@H:13]1[CH:30]1[CH2:32][CH2:31]1)(=[O:29])[CH3:28]. The yield is 0.546. (3) The catalyst is ClCCCl.CCCCCC.CCOC(C)=O. The product is [F:1][C:2]1[CH:3]=[C:4]2[C:8](=[CH:9][CH:10]=1)[NH:7][CH:6]=[C:5]2[CH2:11][CH2:12][CH2:13][CH2:14][NH:15][CH:21]1[CH2:20][C:19]2[C:24](=[CH:25][CH:26]=[CH:27][C:18]=2[O:17][CH3:16])[O:23][CH2:22]1. The yield is 0.830. The reactants are [F:1][C:2]1[CH:3]=[C:4]2[C:8](=[CH:9][CH:10]=1)[NH:7][CH:6]=[C:5]2[CH2:11][CH2:12][CH2:13][CH2:14][NH2:15].[CH3:16][O:17][C:18]1[CH:27]=[CH:26][CH:25]=[C:24]2[C:19]=1[CH2:20][C:21](=O)[CH2:22][O:23]2.C(O)(=O)C.C(O[BH-](OC(=O)C)OC(=O)C)(=O)C.[Na+]. (4) The reactants are [CH3:1][C:2]1([C:17]([O:19]CC)=[O:18])[CH2:7][CH2:6][CH2:5][N:4]([C:8]2[CH:13]=[CH:12][C:11]([N+:14]([O-:16])=[O:15])=[CH:10][CH:9]=2)[CH2:3]1.[Li+].[OH-].Cl. The catalyst is C1COCC1.CO. The product is [CH3:1][C:2]1([C:17]([OH:19])=[O:18])[CH2:7][CH2:6][CH2:5][N:4]([C:8]2[CH:9]=[CH:10][C:11]([N+:14]([O-:16])=[O:15])=[CH:12][CH:13]=2)[CH2:3]1. The yield is 0.950. (5) The reactants are [CH2:1]([O:3][C:4]([C:6]1[C:10]([N+:11]([O-])=O)=[CH:9][NH:8][N:7]=1)=[O:5])[CH3:2]. The catalyst is CCO.[Pd]. The product is [CH2:1]([O:3][C:4]([C:6]1[C:10]([NH2:11])=[CH:9][NH:8][N:7]=1)=[O:5])[CH3:2]. The yield is 0.980. (6) The product is [Cl:2][C:3]1[CH:4]=[C:5]([N:9]2[C:13]([CH2:14][NH:15][C:33]([NH:32][C:23]3[CH:24]=[CH:25][C:26]([O:27][CH2:28][CH2:29][O:30][CH3:31])=[C:21]([F:20])[CH:22]=3)=[O:34])=[CH:12][C:11]([C:16]([F:17])([F:18])[F:19])=[N:10]2)[CH:6]=[CH:7][CH:8]=1. The catalyst is C(Cl)Cl.O. The yield is 0.530. The reactants are Cl.[Cl:2][C:3]1[CH:4]=[C:5]([N:9]2[C:13]([CH2:14][NH2:15])=[CH:12][C:11]([C:16]([F:19])([F:18])[F:17])=[N:10]2)[CH:6]=[CH:7][CH:8]=1.[F:20][C:21]1[CH:22]=[C:23]([NH:32][C:33](=O)[O:34]C2C=CC=CC=2)[CH:24]=[CH:25][C:26]=1[O:27][CH2:28][CH2:29][O:30][CH3:31]. (7) The reactants are F[C:2]1[CH:9]=[CH:8][C:5]([C:6]#[N:7])=[C:4]([NH:10][C:11]2[CH:16]=[CH:15][CH:14]=[C:13]([CH3:17])[N:12]=2)[CH:3]=1.[C:18]([O:22][C:23](=[O:32])[NH:24][C@H:25]1[CH2:30][CH2:29][CH2:28][CH2:27][C@H:26]1[NH2:31])([CH3:21])([CH3:20])[CH3:19].CO[Si](C)(C)C. The catalyst is CN1C(=O)CCC1. The product is [C:18]([O:22][C:23](=[O:32])[NH:24][C@H:25]1[CH2:30][CH2:29][CH2:28][CH2:27][C@H:26]1[NH:31][C:2]1[CH:9]=[CH:8][C:5]([C:6]#[N:7])=[C:4]([NH:10][C:11]2[CH:16]=[CH:15][CH:14]=[C:13]([CH3:17])[N:12]=2)[CH:3]=1)([CH3:21])([CH3:19])[CH3:20]. The yield is 0.0900. (8) The reactants are [CH3:1][CH:2]([CH2:5][OH:6])[CH2:3][OH:4].[N+:7]([C:10]1[CH:17]=[CH:16][CH:15]=[C:14]([N+]([O-])=O)[C:11]=1[C:12]#[N:13])([O-:9])=[O:8]. No catalyst specified. The product is [OH:4][CH2:3][CH:2]([CH3:1])[CH2:5][O:6][C:14]1[CH:15]=[CH:16][CH:17]=[C:10]([N+:7]([O-:9])=[O:8])[C:11]=1[C:12]#[N:13]. The yield is 0.370.